From a dataset of Full USPTO retrosynthesis dataset with 1.9M reactions from patents (1976-2016). Predict the reactants needed to synthesize the given product. (1) Given the product [CH3:6][C:4]([Si:7]([CH3:30])([CH3:31])[O:8][CH2:9][CH2:10][CH:11]([CH:19]([OH:29])[CH2:20][CH2:21][C:22]1[CH:27]=[CH:26][C:25]([I:28])=[CH:24][CH:23]=1)[C:12]([O:14][C:15]([CH3:16])([CH3:17])[CH3:18])=[O:13])([CH3:3])[CH3:5], predict the reactants needed to synthesize it. The reactants are: [BH4-].[Na+].[CH3:3][C:4]([Si:7]([CH3:31])([CH3:30])[O:8][CH2:9][CH2:10][CH:11]([C:19](=[O:29])[CH2:20][CH2:21][C:22]1[CH:27]=[CH:26][C:25]([I:28])=[CH:24][CH:23]=1)[C:12]([O:14][C:15]([CH3:18])([CH3:17])[CH3:16])=[O:13])([CH3:6])[CH3:5]. (2) Given the product [CH2:1]([C:10]1[CH:11]=[C:12]2[C:17](=[C:18]([O:20][CH:21]3[CH2:26][CH2:25][N:24]([C:27]([O:29][C:30]([CH3:33])([CH3:32])[CH3:31])=[O:28])[CH2:23][CH2:22]3)[CH:19]=1)[N:16]=[CH:15][CH:14]=[CH:13]2)[CH2:2][CH2:3][CH2:4][CH2:5][CH3:6], predict the reactants needed to synthesize it. The reactants are: [CH2:1]([Mg]Br)[CH2:2][CH2:3][CH2:4][CH2:5][CH3:6].Cl[C:10]1[CH:11]=[C:12]2[C:17](=[C:18]([O:20][CH:21]3[CH2:26][CH2:25][N:24]([C:27]([O:29][C:30]([CH3:33])([CH3:32])[CH3:31])=[O:28])[CH2:23][CH2:22]3)[CH:19]=1)[N:16]=[CH:15][CH:14]=[CH:13]2.CN1C(=O)CCC1.[Cl-].[NH4+]. (3) Given the product [N+:8]([C:5]1[CH:6]=[CH:7][C:2]([NH:1][C:24]([CH:18]2[CH2:23][CH2:22][CH2:21][CH2:20][CH2:19]2)=[O:25])=[N:3][CH:4]=1)([O-:10])=[O:9], predict the reactants needed to synthesize it. The reactants are: [NH2:1][C:2]1[CH:7]=[CH:6][C:5]([N+:8]([O-:10])=[O:9])=[CH:4][N:3]=1.C(N(CC)CC)C.[CH:18]1([C:24](Cl)=[O:25])[CH2:23][CH2:22][CH2:21][CH2:20][CH2:19]1.